This data is from TCR-epitope binding with 47,182 pairs between 192 epitopes and 23,139 TCRs. The task is: Binary Classification. Given a T-cell receptor sequence (or CDR3 region) and an epitope sequence, predict whether binding occurs between them. (1) The epitope is GTHWFVTQR. The TCR CDR3 sequence is CASSLTSSNEQFF. Result: 0 (the TCR does not bind to the epitope). (2) The epitope is TTLPVNVAF. The TCR CDR3 sequence is CASSLEVSGNEQFF. Result: 0 (the TCR does not bind to the epitope). (3) The epitope is IQYIDIGNY. The TCR CDR3 sequence is CSFRGDSGNTIYF. Result: 0 (the TCR does not bind to the epitope). (4) The epitope is KLWAQCVQL. The TCR CDR3 sequence is CASSLGLISYNEQFF. Result: 1 (the TCR binds to the epitope). (5) The epitope is NEGVKAAW. The TCR CDR3 sequence is CASSRTGSTEAFF. Result: 1 (the TCR binds to the epitope). (6) The epitope is RPHERNGFTVL. The TCR CDR3 sequence is CASSLVQGSETQYF. Result: 0 (the TCR does not bind to the epitope). (7) The epitope is ATDALMTGY. The TCR CDR3 sequence is CASQGGEIGNNEQFF. Result: 1 (the TCR binds to the epitope). (8) The epitope is GLNKIVRMY. The TCR CDR3 sequence is CASSQEEGGGYEQYF. Result: 0 (the TCR does not bind to the epitope). (9) The TCR CDR3 sequence is CSAIGQVTEKLFF. Result: 1 (the TCR binds to the epitope). The epitope is TLVPQEHYV. (10) The epitope is SFHSLHLLF. The TCR CDR3 sequence is CASRGWGGPSEQYF. Result: 1 (the TCR binds to the epitope).